This data is from Full USPTO retrosynthesis dataset with 1.9M reactions from patents (1976-2016). The task is: Predict the reactants needed to synthesize the given product. (1) Given the product [CH2:20]([O:22][C:23](=[O:28])[CH:24]([CH3:27])[CH2:25][NH:26][CH2:6][C:5]1[CH:8]=[CH:9][C:2]([F:1])=[CH:3][CH:4]=1)[CH3:21], predict the reactants needed to synthesize it. The reactants are: [F:1][C:2]1[CH:9]=[CH:8][C:5]([CH:6]=O)=[CH:4][CH:3]=1.C([O-])(=O)C.[Na+].C([BH3-])#N.[Na+].Cl.[CH2:20]([O:22][C:23](=[O:28])[CH:24]([CH3:27])[CH2:25][NH2:26])[CH3:21]. (2) The reactants are: [C:1]([C:3]1[N:7]2[CH:8]=[C:9]([C:12]3[CH:32]=[CH:31][C:15]([C:16]([N:18]4[CH2:23][CH2:22][N:21]([C:24]([O:26][C:27]([CH3:30])([CH3:29])[CH3:28])=[O:25])[CH2:20][CH2:19]4)=[O:17])=[CH:14][CH:13]=3)[CH:10]=[CH:11][C:6]2=[N:5][CH:4]=1)#[CH:2].Br[C:34]1[CH:39]=[CH:38][N:37]=[C:36]([NH:40][C:41](=[O:48])[C:42]2[CH:47]=[CH:46][CH:45]=[CH:44][CH:43]=2)[CH:35]=1. Given the product [C:41]([NH:40][C:36]1[CH:35]=[C:34]([C:2]#[C:1][C:3]2[N:7]3[CH:8]=[C:9]([C:12]4[CH:13]=[CH:14][C:15]([C:16]([N:18]5[CH2:23][CH2:22][N:21]([C:24]([O:26][C:27]([CH3:28])([CH3:29])[CH3:30])=[O:25])[CH2:20][CH2:19]5)=[O:17])=[CH:31][CH:32]=4)[CH:10]=[CH:11][C:6]3=[N:5][CH:4]=2)[CH:39]=[CH:38][N:37]=1)(=[O:48])[C:42]1[CH:43]=[CH:44][CH:45]=[CH:46][CH:47]=1, predict the reactants needed to synthesize it. (3) The reactants are: [CH3:1][O:2][C:3]1[CH:4]=[CH:5][C:6]([NH:9][C:10]([NH2:12])=[S:11])=[N:7][CH:8]=1.[O:13]1[C:17]2[CH:18]=[CH:19][CH:20]=[CH:21][C:16]=2[CH:15]=[C:14]1[C:22](=O)[CH2:23]Br. Given the product [O:13]1[C:17]2=[CH:18][CH:19]=[CH:20][C:21]2=[CH:16][CH:15]=[C:14]1[C:22]1[N:12]=[C:10]([NH:9][C:6]2[CH:5]=[CH:4][C:3]([O:2][CH3:1])=[CH:8][N:7]=2)[S:11][CH:23]=1, predict the reactants needed to synthesize it. (4) The reactants are: [CH2:1]([O:8][C:9]1[CH:10]=[CH:11][C:12]([O:28][CH:29]([CH3:31])[CH3:30])=[C:13]([C:15]2[NH:27][C:18]3=[N:19][C:20]([C:23]([O:25]C)=[O:24])=[CH:21][CH:22]=[C:17]3[N:16]=2)[CH:14]=1)[C:2]1[CH:7]=[CH:6][CH:5]=[CH:4][CH:3]=1.[OH-].[Na+].Cl. Given the product [CH2:1]([O:8][C:9]1[CH:10]=[CH:11][C:12]([O:28][CH:29]([CH3:31])[CH3:30])=[C:13]([C:15]2[NH:27][C:18]3=[N:19][C:20]([C:23]([OH:25])=[O:24])=[CH:21][CH:22]=[C:17]3[N:16]=2)[CH:14]=1)[C:2]1[CH:7]=[CH:6][CH:5]=[CH:4][CH:3]=1, predict the reactants needed to synthesize it.